Dataset: Full USPTO retrosynthesis dataset with 1.9M reactions from patents (1976-2016). Task: Predict the reactants needed to synthesize the given product. (1) Given the product [ClH:1].[CH3:25][C:16]1[N:15]([CH2:26][CH3:27])[C:14]2[C:18](=[CH:19][C:20]3[CH:21]4[CH2:23][CH2:24][CH:11]([C:12]=3[CH:13]=2)[CH2:10][NH:9][CH2:22]4)[N:17]=1, predict the reactants needed to synthesize it. The reactants are: [ClH:1].C(OC([N:9]1[CH2:22][CH:21]2[CH2:23][CH2:24][CH:11]([C:12]3[CH:13]=[C:14]4[C:18](=[CH:19][C:20]=32)[N:17]=[C:16]([CH3:25])[N:15]4[CH2:26][CH3:27])[CH2:10]1)=O)(C)(C)C. (2) The reactants are: [C:1]1([SH:11])[C:10]2[C:5](=[CH:6][CH:7]=[CH:8][CH:9]=2)[CH:4]=[CH:3][CH:2]=1.Cl[C:13]1[S:17][C:16]([C:18](=[O:20])[CH3:19])=[CH:15][C:14]=1[N+:21]([O-:23])=[O:22]. Given the product [C:1]1([S:11][C:13]2[S:17][C:16]([C:18](=[O:20])[CH3:19])=[CH:15][C:14]=2[N+:21]([O-:23])=[O:22])[C:10]2[C:5](=[CH:6][CH:7]=[CH:8][CH:9]=2)[CH:4]=[CH:3][CH:2]=1, predict the reactants needed to synthesize it. (3) Given the product [NH2:3][C:4]1[N:9]=[C:8]([NH2:10])[C:7]([CH2:11][C:12]2[CH:20]=[C:19]3[C:15]([CH:16]=[CH:17][N:18]3[CH2:21][CH3:22])=[C:14]([O:23][S:26](=[O:28])(=[O:27])[N:25]([CH3:30])[CH3:24])[CH:13]=2)=[CH:6][N:5]=1, predict the reactants needed to synthesize it. The reactants are: [OH-].[Na+].[NH2:3][C:4]1[N:9]=[C:8]([NH2:10])[C:7]([CH2:11][C:12]2[CH:13]=[C:14]([OH:23])[C:15]3[CH:16]=[CH:17][N:18]([CH2:21][CH3:22])[C:19]=3[CH:20]=2)=[CH:6][N:5]=1.[CH3:24][N:25]([CH3:30])[S:26](Cl)(=[O:28])=[O:27]. (4) Given the product [NH2:13][C:8]1[CH:9]=[CH:10][CH:11]=[CH:12][C:7]=1[NH:6][CH:3]([CH3:5])[CH3:4], predict the reactants needed to synthesize it. The reactants are: [OH-].[Na+].[CH:3]([NH:6][C:7]1[CH:12]=[CH:11][CH:10]=[CH:9][C:8]=1[N+:13]([O-])=O)([CH3:5])[CH3:4]. (5) Given the product [F:35][C:34]([F:37])([F:36])[C:32]([OH:38])=[O:33].[NH:8]1[CH2:9][CH:10]([NH:12][C:13]2[CH:14]=[C:15]3[C:24](=[CH:25][C:26]=2[CH:27]([CH3:28])[CH3:29])[O:23][CH2:22][C:21]2[N:16]3[C@H:17]([CH3:31])[C:18](=[O:30])[NH:19][N:20]=2)[CH2:11]1, predict the reactants needed to synthesize it. The reactants are: C(OC([N:8]1[CH2:11][CH:10]([NH:12][C:13]2[CH:14]=[C:15]3[C:24](=[CH:25][C:26]=2[CH:27]([CH3:29])[CH3:28])[O:23][CH2:22][C:21]2[N:16]3[C@H:17]([CH3:31])[C:18](=[O:30])[NH:19][N:20]=2)[CH2:9]1)=O)(C)(C)C.[C:32]([OH:38])([C:34]([F:37])([F:36])[F:35])=[O:33]. (6) Given the product [F:9][C:10]1[C:11]([C:24]([F:27])([F:25])[F:26])=[C:12]([C:16]2[CH:21]=[CH:20][N:19]=[C:18]([C:22](=[N:7][OH:8])[NH2:23])[CH:17]=2)[CH:13]=[CH:14][CH:15]=1, predict the reactants needed to synthesize it. The reactants are: C(=O)([O-])O.[Na+].Cl.[NH2:7][OH:8].[F:9][C:10]1[C:11]([C:24]([F:27])([F:26])[F:25])=[C:12]([C:16]2[CH:21]=[CH:20][N:19]=[C:18]([C:22]#[N:23])[CH:17]=2)[CH:13]=[CH:14][CH:15]=1. (7) Given the product [Cl:1][C:2]1[CH:7]=[CH:6][N:5]=[C:4]([NH:8][C@@H:9]([CH2:12][O:13][CH3:14])[CH2:10][CH3:11])[C:3]=1[NH2:15], predict the reactants needed to synthesize it. The reactants are: [Cl:1][C:2]1[CH:7]=[CH:6][N:5]=[C:4]([NH:8][C@@H:9]([CH2:12][O:13][CH3:14])[CH2:10][CH3:11])[C:3]=1[N+:15]([O-])=O.O.O.Cl[Sn]Cl. (8) Given the product [F:1][C:2]1[CH:3]=[CH:4][C:5]2[N:11]([CH:12]([CH3:14])[CH3:13])[C:10](=[O:15])[CH:9]([I:17])[CH2:8][CH2:7][C:6]=2[CH:16]=1, predict the reactants needed to synthesize it. The reactants are: [F:1][C:2]1[CH:3]=[CH:4][C:5]2[N:11]([CH:12]([CH3:14])[CH3:13])[C:10](=[O:15])[CH2:9][CH2:8][CH2:7][C:6]=2[CH:16]=1.[I:17][Si](C)(C)C.II.